This data is from Forward reaction prediction with 1.9M reactions from USPTO patents (1976-2016). The task is: Predict the product of the given reaction. (1) The product is: [NH2:25][CH2:24][CH2:23][C:20]1[CH:21]=[CH:22][C:17]([S:14]([C:11]2[CH:12]=[CH:13][C:3]([O:2][CH3:1])=[C:4]([CH:10]=2)[C:5]([O:7][CH2:8][CH3:9])=[O:6])(=[O:16])=[O:15])=[CH:18][CH:19]=1. Given the reactants [CH3:1][O:2][C:3]1[CH:13]=[CH:12][C:11]([S:14]([C:17]2[CH:22]=[CH:21][C:20]([CH2:23][CH2:24][NH:25]C(=O)C(F)(F)F)=[CH:19][CH:18]=2)(=[O:16])=[O:15])=[CH:10][C:4]=1[C:5]([O:7][CH2:8][CH3:9])=[O:6], predict the reaction product. (2) Given the reactants [C:1]([C:5]1[CH:26]=[CH:25][C:8]([CH2:9][N:10]([CH2:22][CH2:23][OH:24])[C:11]([C:13]2[CH:14]=[CH:15][CH:16]=[C:17]3[C:21]=2[NH:20][CH:19]=[CH:18]3)=[O:12])=[CH:7][CH:6]=1)([CH3:4])([CH3:3])[CH3:2].O[C:28]1[CH:29]=[C:30]([C:34]([F:37])([F:36])[F:35])[CH:31]=[CH:32][CH:33]=1.C1(P(C2C=CC=CC=2)C2C=CC=CC=2)C=CC=CC=1.C(OC(N=NC(OCC)=O)=O)C, predict the reaction product. The product is: [C:1]([C:5]1[CH:6]=[CH:7][C:8]([CH2:9][N:10]([CH2:22][CH2:23][O:24][C:28]2[CH:33]=[CH:32][CH:31]=[C:30]([C:34]([F:37])([F:36])[F:35])[CH:29]=2)[C:11]([C:13]2[CH:14]=[CH:15][CH:16]=[C:17]3[C:21]=2[NH:20][CH:19]=[CH:18]3)=[O:12])=[CH:25][CH:26]=1)([CH3:4])([CH3:2])[CH3:3]. (3) Given the reactants [Cl:1][C:2]1[CH:7]=[C:6]([N+:8]([O-:10])=[O:9])[CH:5]=[CH:4][C:3]=1[N:11]1[CH2:16][CH2:15][N:14]([C:17]([C:19]2[C:20]([C:25]3[CH:26]=[C:27]([NH:33]C(=O)OC(C)(C)C)[CH:28]=[CH:29][C:30]=3[O:31][CH3:32])=[N:21][O:22][C:23]=2[CH3:24])=[O:18])[CH2:13][CH2:12]1.C(O)(C(F)(F)F)=O, predict the reaction product. The product is: [NH2:33][C:27]1[CH:28]=[CH:29][C:30]([O:31][CH3:32])=[C:25]([C:20]2[C:19]([C:17]([N:14]3[CH2:13][CH2:12][N:11]([C:3]4[CH:4]=[CH:5][C:6]([N+:8]([O-:10])=[O:9])=[CH:7][C:2]=4[Cl:1])[CH2:16][CH2:15]3)=[O:18])=[C:23]([CH3:24])[O:22][N:21]=2)[CH:26]=1. (4) Given the reactants [OH:1][C:2]1[CH:3]=[C:4]([NH:12][C:13]([C:15]2[C:24](=[O:25])[C:23]3[C:18](=[CH:19][CH:20]=[CH:21][CH:22]=3)[NH:17][CH:16]=2)=[O:14])[CH:5]=[CH:6][C:7]=1[C:8]([CH3:11])([CH3:10])[CH3:9].C([O-])([O-])=O.[Cs+].[Cs+].[CH:32]1[CH:37]=[CH:36][C:35]([CH2:38]Br)=[CH:34][CH:33]=1, predict the reaction product. The product is: [CH2:38]([O:25][C:24]1[C:23]2[C:18](=[CH:19][CH:20]=[CH:21][CH:22]=2)[N:17]=[CH:16][C:15]=1[C:13]([NH:12][C:4]1[CH:5]=[CH:6][C:7]([C:8]([CH3:9])([CH3:11])[CH3:10])=[C:2]([OH:1])[CH:3]=1)=[O:14])[C:35]1[CH:36]=[CH:37][CH:32]=[CH:33][CH:34]=1. (5) The product is: [CH3:15][C:13](=[CH2:14])[C:12]([NH:4][C:3]1[CH:5]=[CH:6][CH:7]=[C:8]([N+:9]([O-:11])=[O:10])[C:2]=1[CH3:1])=[O:16]. Given the reactants [CH3:1][C:2]1[C:8]([N+:9]([O-:11])=[O:10])=[CH:7][CH:6]=[CH:5][C:3]=1[NH2:4].[C:12](Cl)(=[O:16])[C:13]([CH3:15])=[CH2:14], predict the reaction product. (6) The product is: [N:4]1[C:5]2[C:10](=[CH:9][CH:8]=[CH:7][CH:6]=2)[CH:11]=[N:12][C:3]=1[CH:2]([N:23]1[CH2:22][CH2:21][N:20]([C:13]([O:15][C:16]([CH3:19])([CH3:18])[CH3:17])=[O:14])[CH2:25][CH2:24]1)[CH3:26]. Given the reactants Br[CH2:2][C:3]1[N:12]=[CH:11][C:10]2[C:5](=[CH:6][CH:7]=[CH:8][CH:9]=2)[N:4]=1.[C:13]([N:20]1[CH2:25][CH2:24][NH:23][CH2:22][CH2:21]1)([O:15][C:16]([CH3:19])([CH3:18])[CH3:17])=[O:14].[C:26]([O-])([O-])=O.[K+].[K+].[I-].[Na+], predict the reaction product. (7) Given the reactants [Br:1][C:2]1[CH:7]=[C:6]([C:8]#[CH:9])[CH:5]=[CH:4][C:3]=1[F:10].I[C:12]1[CH:17]=[CH:16][C:15]([S:18]([F:23])([F:22])([F:21])([F:20])[F:19])=[CH:14][CH:13]=1, predict the reaction product. The product is: [Br:1][C:2]1[CH:7]=[C:6]([C:8]#[C:9][C:12]2[CH:13]=[CH:14][C:15]([S:18]([F:21])([F:19])([F:23])([F:20])[F:22])=[CH:16][CH:17]=2)[CH:5]=[CH:4][C:3]=1[F:10].